This data is from Full USPTO retrosynthesis dataset with 1.9M reactions from patents (1976-2016). The task is: Predict the reactants needed to synthesize the given product. Given the product [CH2:39]([O:38][C:35]1[CH:34]=[CH:33][C:30]([CH:31]=[O:32])=[C:29]([OH:28])[C:36]=1[CH3:37])[CH:40]=[CH2:41], predict the reactants needed to synthesize it. The reactants are: OC1C(C)=C(O)C=CC=1C=O.C(Cl)C=C.C(N(CC)C(C)C)(C)C.C([O:28][C:29]1[C:36]([CH3:37])=[C:35]([O:38][CH2:39][CH:40]=[CH2:41])[CH:34]=[CH:33][C:30]=1[CH:31]=[O:32])C=C.